This data is from Catalyst prediction with 721,799 reactions and 888 catalyst types from USPTO. The task is: Predict which catalyst facilitates the given reaction. (1) Reactant: [CH3:1][O:2][C:3]([C:5]1[CH2:6][C:7](=[O:19])[C:8]2[C:13]3[C:14]=1[CH:15]=[N:16][CH:17]=[CH:18][C:12]=3[CH:11]=[CH:10][CH:9]=2)=[O:4]. Product: [CH3:1][O:2][C:3]([CH:5]1[C:14]2[CH2:15][N:16]=[CH:17][CH:18]=[C:12]3[C:13]=2[C:8](=[CH:9][CH:10]=[CH:11]3)[C:7](=[O:19])[CH2:6]1)=[O:4]. The catalyst class is: 99. (2) Reactant: [Cl:1][CH2:2][CH2:3][N:4]([CH2:21][CH2:22][Cl:23])[P:5]([N:14]([CH2:18][CH2:19][Cl:20])[CH2:15][CH2:16][Cl:17])(=[O:13])[O:6][CH2:7][CH2:8][S:9][CH2:10][CH2:11][OH:12].CC(C)([O-])C.[K+].[Cl:30][CH2:31][CH2:32][N:33]([CH2:44][CH2:45][Cl:46])[P:34](Cl)([N:36]([CH2:40][CH2:41][Cl:42])[CH2:37][CH2:38][Cl:39])=[O:35]. Product: [Cl:1][CH2:2][CH2:3][N:4]([P:5]([N:14]([CH2:15][CH2:16][Cl:17])[CH2:18][CH2:19][Cl:20])([O:6][CH2:7][CH2:8][S:9][CH2:10][CH2:11][O:12][P:34]([N:33]([CH2:32][CH2:31][Cl:30])[CH2:44][CH2:45][Cl:46])([N:36]([CH2:37][CH2:38][Cl:39])[CH2:40][CH2:41][Cl:42])=[O:35])=[O:13])[CH2:21][CH2:22][Cl:23]. The catalyst class is: 54. (3) Reactant: C([N:8]1[CH2:13][CH2:12][CH:11]([C:14]2[N:15]([CH2:27][CH3:28])[CH:16]=[C:17]([C:19]3[CH:24]=[CH:23][C:22]([F:25])=[C:21]([Cl:26])[CH:20]=3)[N:18]=2)[CH2:10][CH2:9]1)C1C=CC=CC=1.C1(N)C2C(=CC=CC=2N)C=CC=1.ClC(OC(Cl)C)=O. Product: [ClH:26].[Cl:26][C:21]1[CH:20]=[C:19]([C:17]2[N:18]=[C:14]([CH:11]3[CH2:12][CH2:13][NH:8][CH2:9][CH2:10]3)[N:15]([CH2:27][CH3:28])[CH:16]=2)[CH:24]=[CH:23][C:22]=1[F:25]. The catalyst class is: 26.